From a dataset of Catalyst prediction with 721,799 reactions and 888 catalyst types from USPTO. Predict which catalyst facilitates the given reaction. (1) Product: [CH3:42][O:41][C:37]1[CH:36]=[C:35]([NH:34][CH:27]([C:28]2[CH:33]=[CH:32][CH:31]=[CH:30][CH:29]=2)[C:8]([C:10]2[C:14]3[CH2:15][N:16]([C:19]([O:21][C:22]([CH3:23])([CH3:25])[CH3:24])=[O:20])[CH2:17][CH2:18][C:13]=3[N:12]([CH3:26])[N:11]=2)=[O:9])[CH:40]=[CH:39][CH:38]=1. The catalyst class is: 433. Reactant: C(N(CC)CC)C.[CH:8]([C:10]1[C:14]2[CH2:15][N:16]([C:19]([O:21][C:22]([CH3:25])([CH3:24])[CH3:23])=[O:20])[CH2:17][CH2:18][C:13]=2[N:12]([CH3:26])[N:11]=1)=[O:9].[CH:27](=[N:34][C:35]1[CH:40]=[CH:39][CH:38]=[C:37]([O:41][CH3:42])[CH:36]=1)[C:28]1[CH:33]=[CH:32][CH:31]=[CH:30][CH:29]=1. (2) Reactant: C(N(CC)CC)C.[C:8](Cl)(=[O:10])[CH3:9].[CH3:12][CH:13]1[CH2:17][CH2:16][CH2:15][N:14]1[CH2:18][CH2:19][CH2:20][O:21][C:22]1[CH:27]=[CH:26][C:25]([C:28]2[S:29][C:30]3[CH2:35][CH2:34][CH2:33][NH:32][C:31]=3[N:36]=2)=[CH:24][CH:23]=1.C(=O)([O-])[O-].[K+].[K+]. Product: [C:8]([N:32]1[CH2:33][CH2:34][CH2:35][C:30]2[S:29][C:28]([C:25]3[CH:24]=[CH:23][C:22]([O:21][CH2:20][CH2:19][CH2:18][N:14]4[CH2:15][CH2:16][CH2:17][CH:13]4[CH3:12])=[CH:27][CH:26]=3)=[N:36][C:31]1=2)(=[O:10])[CH3:9]. The catalyst class is: 46. (3) Reactant: [CH3:1][S:2]([C:5]1[CH:10]=[CH:9][C:8]([C:11]2[S:15][C:14]([NH:16]C(=O)C)=[N:13][C:12]=2[CH3:20])=[CH:7][C:6]=1[C:21]([F:24])([F:23])[F:22])(=[O:4])=[O:3].Cl. Product: [CH3:1][S:2]([C:5]1[CH:10]=[CH:9][C:8]([C:11]2[S:15][C:14]([NH2:16])=[N:13][C:12]=2[CH3:20])=[CH:7][C:6]=1[C:21]([F:24])([F:23])[F:22])(=[O:3])=[O:4]. The catalyst class is: 8. (4) Reactant: [Br:1][C:2]1[CH:3]=[C:4]([NH2:9])[C:5]([Cl:8])=[N:6][CH:7]=1.[F:10][C:11]1[CH:16]=[C:15]([F:17])[CH:14]=[CH:13][C:12]=1[S:18](Cl)(=[O:20])=[O:19]. Product: [Br:1][C:2]1[CH:3]=[C:4]([N:9]([S:18]([C:12]2[CH:13]=[CH:14][C:15]([F:17])=[CH:16][C:11]=2[F:10])(=[O:20])=[O:19])[S:18]([C:12]2[CH:13]=[CH:14][C:15]([F:17])=[CH:16][C:11]=2[F:10])(=[O:20])=[O:19])[C:5]([Cl:8])=[N:6][CH:7]=1. The catalyst class is: 17. (5) Reactant: [Mg].BrCC.C(NCC)C.[N:10]1[CH:15]=[CH:14][CH:13]=[CH:12][C:11]=1[C:16](=[O:18])[CH3:17].Br[C:20]([CH3:30])([CH3:29])[C:21]([C:23]1[CH:28]=[CH:27][CH:26]=[CH:25][CH:24]=1)=[O:22].OS(O)(=O)=O.CCN(CC)CC. Product: [CH3:29][C:20]([CH3:30])([CH2:17][C:16]([C:11]1[CH:12]=[CH:13][CH:14]=[CH:15][N:10]=1)=[O:18])[C:21]([C:23]1[CH:28]=[CH:27][CH:26]=[CH:25][CH:24]=1)=[O:22]. The catalyst class is: 691. (6) Reactant: O=[C:2]1[CH2:7][CH2:6][N:5]([C@H:8]2[CH2:12][CH2:11][N:10]([C:13]([O:15][C:16]([CH3:19])([CH3:18])[CH3:17])=[O:14])[CH2:9]2)[CH2:4][CH2:3]1.C([O-])(=O)C.[NH4+:24].[BH4-].[Na+]. Product: [NH2:24][CH:2]1[CH2:7][CH2:6][N:5]([C@H:8]2[CH2:12][CH2:11][N:10]([C:13]([O:15][C:16]([CH3:19])([CH3:18])[CH3:17])=[O:14])[CH2:9]2)[CH2:4][CH2:3]1. The catalyst class is: 5. (7) Reactant: P(Cl)(Cl)Cl.[CH3:5][C:6]1[C:11]([C:12]([OH:14])=O)=[CH:10][N:9]=[C:8]([S:15][CH3:16])[N:7]=1.[Cl:17][C:18]1[CH:24]=[CH:23][CH:22]=[C:21]([Cl:25])[C:19]=1[NH2:20]. Product: [Cl:17][C:18]1[CH:24]=[CH:23][CH:22]=[C:21]([Cl:25])[C:19]=1[NH:20][C:12]([C:11]1[C:6]([CH3:5])=[N:7][C:8]([S:15][CH3:16])=[N:9][CH:10]=1)=[O:14]. The catalyst class is: 159. (8) Product: [CH2:12]([C:14]1[CH:15]=[CH:16][C:17]([CH2:20][CH2:21][O:22][C:23]2[CH:36]=[CH:35][C:26]([CH2:27][C@H:28]3[S:32][C:31](=[O:33])[NH:30][C:29]3=[O:34])=[CH:25][CH:24]=2)=[N:18][CH:19]=1)[CH3:13]. The catalyst class is: 5. Reactant: C(=O)([O-])[O-].FC(F)(F)C(O)=O.[CH2:12]([C:14]1[CH:15]=[CH:16][C:17]([CH2:20][CH2:21][O:22][C:23]2[CH:36]=[CH:35][C:26]([CH2:27][C@H:28]3[S:32][C:31](=[O:33])[NH:30][C:29]3=[O:34])=[CH:25][CH:24]=2)=[N:18][CH:19]=1)[CH3:13]. (9) Reactant: [F:1][C:2]([F:16])([F:15])[O:3][C:4]1[CH:9]=[CH:8][C:7]([CH:10]=[CH:11][N+:12]([O-])=O)=[CH:6][CH:5]=1.[H][H].[ClH:19]. Product: [ClH:19].[F:1][C:2]([F:15])([F:16])[O:3][C:4]1[CH:5]=[CH:6][C:7]([CH2:10][CH2:11][NH2:12])=[CH:8][CH:9]=1. The catalyst class is: 19. (10) Reactant: [NH2:1][C:2]1[CH:6]=[CH:5][S:4][C:3]=1[C:7]([OH:9])=O.[F:10][C:11]1[CH:24]=[CH:23][C:14]([C:15]([CH2:17]C(OCC)=O)=O)=[CH:13][CH:12]=1.O.C1(C)C=CC(S(O)(=O)=O)=CC=1.O. The catalyst class is: 11. Product: [F:10][C:11]1[CH:24]=[CH:23][C:14]([C:15]2[N:1]=[C:2]3[CH:6]=[CH:5][S:4][C:3]3=[C:7]([OH:9])[CH:17]=2)=[CH:13][CH:12]=1.